Predict the product of the given reaction. From a dataset of Forward reaction prediction with 1.9M reactions from USPTO patents (1976-2016). (1) Given the reactants Br[CH:2]1[CH:6]([Br:7])[C:5]2[CH:8]=[C:9]([CH:12]=[O:13])[CH:10]=[CH:11][C:4]=2[O:3]1.[OH-].[K+], predict the reaction product. The product is: [Br:7][C:6]1[C:5]2[CH:8]=[C:9]([CH:12]=[O:13])[CH:10]=[CH:11][C:4]=2[O:3][CH:2]=1. (2) Given the reactants [F:1][C:2]1[CH:27]=[CH:26][C:5]([CH2:6][N:7]2[CH2:16][CH2:15][C:14]3[C:13]([N:17]([CH3:22])[S:18]([CH3:21])(=[O:20])=[O:19])=[N:12][CH:11]=[C:10]([O:23][CH3:24])[C:9]=3[C:8]2=[O:25])=[CH:4][CH:3]=1.C1C=C(Cl)C=C(C(OO)=[O:36])C=1.C(O)C, predict the reaction product. The product is: [F:1][C:2]1[CH:3]=[CH:4][C:5]([CH2:6][N:7]2[CH2:16][CH2:15][C:14]3[C:13]([N:17]([CH3:22])[S:18]([CH3:21])(=[O:20])=[O:19])=[N+:12]([O-:36])[CH:11]=[C:10]([O:23][CH3:24])[C:9]=3[C:8]2=[O:25])=[CH:26][CH:27]=1. (3) Given the reactants [CH3:1][O:2][C:3](=[O:15])[C:4]1[CH:12]=[C:11]([O:13][CH3:14])[CH:10]=[C:6]([C:7]([NH2:9])=O)[CH:5]=1.N1C=CC=CC=1.FC(F)(F)C(OC(=O)C(F)(F)F)=O, predict the reaction product. The product is: [CH3:1][O:2][C:3](=[O:15])[C:4]1[CH:12]=[C:11]([O:13][CH3:14])[CH:10]=[C:6]([C:7]#[N:9])[CH:5]=1. (4) Given the reactants [Br:1][C:2]1[C:14](F)=[CH:13][C:12]([C:16](=[O:18])[NH2:17])=[C:11]2[C:3]=1[C:4]1[CH2:5][CH2:6][CH:7]([C:19]([O:21][CH2:22][CH3:23])=[O:20])[CH2:8][C:9]=1[NH:10]2.BrC1C([Cl:38])=CC(C(O)=O)=C2C=1C1CCC(C(OCC)=O)CC=1N2, predict the reaction product. The product is: [Br:1][C:2]1[C:14]([Cl:38])=[CH:13][C:12]([C:16](=[O:18])[NH2:17])=[C:11]2[C:3]=1[C:4]1[CH2:5][CH2:6][CH:7]([C:19]([O:21][CH2:22][CH3:23])=[O:20])[CH2:8][C:9]=1[NH:10]2. (5) The product is: [CH3:30][N:11]1[CH:10]=[CH:9][C:8]2[N:7]=[C:6]([C:12]3[CH:19]=[CH:18][C:15]([CH:16]=[O:17])=[CH:14][CH:13]=3)[C:5]([C:20]3[CH:25]=[CH:24][CH:23]=[CH:22][CH:21]=3)=[CH:4][C:3]=2[C:2]1=[O:1]. Given the reactants [O:1]=[C:2]1[NH:11][CH:10]=[CH:9][C:8]2[N:7]=[C:6]([C:12]3[CH:19]=[CH:18][C:15]([CH:16]=[O:17])=[CH:14][CH:13]=3)[C:5]([C:20]3[CH:25]=[CH:24][CH:23]=[CH:22][CH:21]=3)=[CH:4][C:3]1=2.[H-].[Na+].CI.[C:30](O)(=O)C, predict the reaction product. (6) Given the reactants [OH:1][N:2]=[C:3]([C:5]1[CH:10]=[CH:9][N:8]=[N:7][CH:6]=1)[NH2:4].[F:11][C:12]1[CH:13]=[C:14]([CH:18]=[CH:19][C:20]=1[F:21])[C:15](Cl)=O.N, predict the reaction product. The product is: [F:11][C:12]1[CH:13]=[C:14]([C:15]2[O:1][N:2]=[C:3]([C:5]3[CH:10]=[CH:9][N:8]=[N:7][CH:6]=3)[N:4]=2)[CH:18]=[CH:19][C:20]=1[F:21]. (7) The product is: [Cl:40][C:26]1[S:25][C:24]([C@H:6]2[C@H:5]([OH:4])[C@@H:10]([OH:11])[C@H:9]([OH:15])[C@@H:8]([CH2:19][OH:20])[O:7]2)=[CH:28][C:27]=1[CH2:29][C:30]1[CH:35]=[CH:34][C:33]([OH:36])=[CH:32][CH:31]=1. Given the reactants C([O:4][C@@H:5]1[C@@H:10]([O:11]C(=O)C)[C@H:9]([O:15]C(=O)C)[C@@H:8]([CH2:19][O:20]C(=O)C)[O:7][C@H:6]1[C:24]1[S:25][C:26]([Cl:40])=[C:27]([CH2:29][C:30]2[CH:35]=[CH:34][C:33]([O:36]C(=O)C)=[CH:32][CH:31]=2)[CH:28]=1)(=O)C.C[O-].[Na+].CC(O)=O, predict the reaction product.